Regression. Given a peptide amino acid sequence and an MHC pseudo amino acid sequence, predict their binding affinity value. This is MHC class I binding data. From a dataset of Peptide-MHC class I binding affinity with 185,985 pairs from IEDB/IMGT. (1) The peptide sequence is YSHYSHNPK. The MHC is HLA-A26:01 with pseudo-sequence HLA-A26:01. The binding affinity (normalized) is 0.0847. (2) The peptide sequence is FASALTALND. The MHC is HLA-B57:01 with pseudo-sequence HLA-B57:01. The binding affinity (normalized) is 0.403.